This data is from Forward reaction prediction with 1.9M reactions from USPTO patents (1976-2016). The task is: Predict the product of the given reaction. (1) Given the reactants [C:1]([C:3]1[CH:4]=[N:5][N:6]2[C:11]([C:12]([F:15])([F:14])[F:13])=[CH:10][C:9]([C:16]3[CH:21]=[CH:20][CH:19]=[C:18]([C:22]([F:25])([F:24])[F:23])[CH:17]=3)=[N:8][C:7]=12)#[CH:2].Cl[C:27]1[S:28][C:29]([S:32]([NH2:35])(=[O:34])=[O:33])=[CH:30][N:31]=1, predict the reaction product. The product is: [F:15][C:12]([F:14])([F:13])[C:11]1[N:6]2[N:5]=[CH:4][C:3]([C:1]#[C:2][C:27]3[S:28][C:29]([S:32]([NH2:35])(=[O:34])=[O:33])=[CH:30][N:31]=3)=[C:7]2[N:8]=[C:9]([C:16]2[CH:21]=[CH:20][CH:19]=[C:18]([C:22]([F:25])([F:24])[F:23])[CH:17]=2)[CH:10]=1. (2) Given the reactants Br[CH:2]([CH3:16])[CH2:3][CH2:4][NH:5][C:6]([NH:8][C:9]1[CH:14]=[CH:13][C:12]([F:15])=[CH:11][CH:10]=1)=[O:7].CC(C)([O-])C.[K+], predict the reaction product. The product is: [F:15][C:12]1[CH:13]=[CH:14][C:9]([N:8]2[CH:2]([CH3:16])[CH2:3][CH2:4][NH:5][C:6]2=[O:7])=[CH:10][CH:11]=1.